Regression/Classification. Given a drug SMILES string, predict its absorption, distribution, metabolism, or excretion properties. Task type varies by dataset: regression for continuous measurements (e.g., permeability, clearance, half-life) or binary classification for categorical outcomes (e.g., BBB penetration, CYP inhibition). For this dataset (solubility_aqsoldb), we predict Y. From a dataset of Aqueous solubility values for 9,982 compounds from the AqSolDB database. (1) The molecule is C=CCOCC(CC)(CO)COCC=C. The Y is -1.72 log mol/L. (2) The molecule is Oc1cc2ccccc2cc1C1=NCCN1. The Y is -3.30 log mol/L. (3) The molecule is COC(=O)c1ccc(C(=O)OC)c(N=NC(C(C)=O)C(=O)Nc2ccc3[nH]c(=O)[nH]c3c2)c1. The Y is -6.31 log mol/L. (4) The molecule is Cc1nn(-c2ccccc2)c(N)c1C. The Y is -1.67 log mol/L. (5) The drug is Cn1c(=O)c2[nH]c(/C=C/c3ccccc3)nc2n(C)c1=O. The Y is -6.66 log mol/L. (6) The molecule is C#CC1(O)CCC2C3CCC4=CC(=O)CCC4(C)C3CCC21C. The Y is -5.66 log mol/L. (7) The drug is COC(C)(C)CCO. The Y is -0.0725 log mol/L. (8) The drug is CC(=O)CO. The Y is 1.13 log mol/L. (9) The drug is CCCOC(=O)N1C2CN3C4=C(C(=O)C(N)=C(C)C4=O)C(COC(N)=O)C3(OC)C21. The Y is -3.48 log mol/L.